From a dataset of Full USPTO retrosynthesis dataset with 1.9M reactions from patents (1976-2016). Predict the reactants needed to synthesize the given product. Given the product [Cl:1][C:2]1[N:3]=[CH:4][C:5]([NH2:9])=[C:6]([CH3:8])[CH:7]=1, predict the reactants needed to synthesize it. The reactants are: [Cl:1][C:2]1[CH:7]=[C:6]([CH3:8])[C:5]([N+:9]([O-])=O)=[CH:4][N:3]=1.[H][H].